Dataset: Full USPTO retrosynthesis dataset with 1.9M reactions from patents (1976-2016). Task: Predict the reactants needed to synthesize the given product. (1) The reactants are: [Cl:1][C:2]1[CH:7]=[C:6](Cl)[CH:5]=[CH:4][N:3]=1.[C:9]([O:13][C:14]([N:16]1[CH2:21][CH2:20][NH:19][CH2:18][CH2:17]1)=[O:15])([CH3:12])([CH3:11])[CH3:10].CCN(C(C)C)C(C)C. Given the product [C:9]([O:13][C:14]([N:16]1[CH2:21][CH2:20][N:19]([C:6]2[CH:5]=[CH:4][N:3]=[C:2]([Cl:1])[CH:7]=2)[CH2:18][CH2:17]1)=[O:15])([CH3:12])([CH3:10])[CH3:11], predict the reactants needed to synthesize it. (2) Given the product [NH2:18][C:14]1[CH:13]=[C:12]([CH:17]=[CH:16][CH:15]=1)[CH2:11][S:9][C:3]1[CH:4]=[CH:5][C:6]([Cl:8])=[CH:7][C:2]=1[NH:1][S:28]([C:24]1[CH:25]=[CH:26][CH:27]=[C:22]([Cl:21])[CH:23]=1)(=[O:30])=[O:29], predict the reactants needed to synthesize it. The reactants are: [NH2:1][C:2]1[CH:7]=[C:6]([Cl:8])[CH:5]=[CH:4][C:3]=1[SH:9].Br[CH2:11][C:12]1[CH:17]=[CH:16][CH:15]=[C:14]([N+:18]([O-])=O)[CH:13]=1.[Cl:21][C:22]1[CH:23]=[C:24]([S:28](Cl)(=[O:30])=[O:29])[CH:25]=[CH:26][CH:27]=1. (3) Given the product [F:12][C:7]1[CH:8]=[CH:9][CH:10]=[CH:11][C:6]=1[O:5][CH2:4][C@@H:3]([CH3:13])[CH2:2][N:28]1[CH2:29][CH2:30][CH:25]([C:21]2[CH:20]=[C:19]([NH:18][C:16](=[O:17])[CH:15]([CH3:14])[CH3:31])[CH:24]=[CH:23][CH:22]=2)[CH2:26][CH2:27]1, predict the reactants needed to synthesize it. The reactants are: Cl[CH2:2][C@H:3]([CH3:13])[CH2:4][O:5][C:6]1[CH:11]=[CH:10][CH:9]=[CH:8][C:7]=1[F:12].[CH3:14][CH:15]([CH3:31])[C:16]([NH:18][C:19]1[CH:24]=[CH:23][CH:22]=[C:21]([CH:25]2[CH2:30][CH2:29][NH:28][CH2:27][CH2:26]2)[CH:20]=1)=[O:17]. (4) Given the product [CH2:1]([O:3][C:4](=[O:29])[CH2:5][CH:6]([C:8]1[CH:13]=[CH:12][N:11]=[C:10]([O:14][CH2:15][CH:16]2[CH2:21][CH2:20][N:19]([C:22]([O:24][C:25]([CH3:28])([CH3:27])[CH3:26])=[O:23])[CH2:18][CH2:17]2)[CH:9]=1)[O:7][CH3:31])[CH3:2], predict the reactants needed to synthesize it. The reactants are: [CH2:1]([O:3][C:4](=[O:29])[CH2:5][CH:6]([C:8]1[CH:13]=[CH:12][N:11]=[C:10]([O:14][CH2:15][CH:16]2[CH2:21][CH2:20][N:19]([C:22]([O:24][C:25]([CH3:28])([CH3:27])[CH3:26])=[O:23])[CH2:18][CH2:17]2)[CH:9]=1)[OH:7])[CH3:2].I[CH3:31].